Dataset: Forward reaction prediction with 1.9M reactions from USPTO patents (1976-2016). Task: Predict the product of the given reaction. (1) The product is: [Cl:19][C:3]1[CH:4]=[CH:5][N:6]([CH2:15][CH3:16])[CH2:7][N:8]=1. Given the reactants C([C:3]1[N:8]=[CH:7][N:6]=[C:5](O)[CH:4]=1)C.C(N([CH2:15][CH3:16])CC)C.P(Cl)(Cl)([Cl:19])=O, predict the reaction product. (2) Given the reactants Br[C:2]1[CH:7]=[CH:6][C:5]([C:8]([CH3:17])([CH3:16])[C:9]([NH:11][CH2:12][CH:13]([CH3:15])[CH3:14])=[O:10])=[CH:4][CH:3]=1.[CH3:18][C:19]1[C:20](B(O)O)=[CH:21][S:22][CH:23]=1, predict the reaction product. The product is: [CH2:12]([NH:11][C:9](=[O:10])[C:8]([CH3:17])([C:5]1[CH:6]=[CH:7][C:2]([C:20]2[C:19]([CH3:18])=[CH:23][S:22][CH:21]=2)=[CH:3][CH:4]=1)[CH3:16])[CH:13]([CH3:15])[CH3:14]. (3) Given the reactants [CH3:1][C:2]1([CH3:9])[O:6][CH:5]([CH2:7][OH:8])[CH2:4][O:3]1.[H-].[Na+].Cl[C:13]1[N:18]=[C:17]([NH2:19])[CH:16]=[N:15][CH:14]=1, predict the reaction product. The product is: [CH3:1][C:2]1([CH3:9])[O:6][CH:5]([CH2:7][O:8][C:13]2[N:18]=[C:17]([NH2:19])[CH:16]=[N:15][CH:14]=2)[CH2:4][O:3]1. (4) Given the reactants [OH:1][C@:2]1([C:18]#[C:19][CH3:20])[C@H:6]([OH:7])[C@@H:5]([CH2:8][OH:9])[O:4][C@H:3]1[N:10]1[CH:15]=[CH:14][C:13](=[O:16])[NH:12][C:11]1=[O:17].C([Mg]Cl)(C)(C)C.FC1C(F)=C(F)C(F)=C(F)C=1O[C:31]1[CH:48]=[CH:47][CH:46]=[CH:45][C:32]=1[O:33][P:34](=[N:36][C@@H:37]([CH3:44])[C:38]([O:40][CH:41]([CH3:43])[CH3:42])=[O:39])=[O:35], predict the reaction product. The product is: [O:17]=[C:11]1[NH:12][C:13](=[O:16])[CH:14]=[CH:15][N:10]1[C@@H:3]1[O:4][C@H:5]([CH2:8][O:9][C:45]2[CH:46]=[CH:47][CH:48]=[CH:31][C:32]=2[O:33][P:34](=[N:36][C@@H:37]([CH3:44])[C:38]([O:40][CH:41]([CH3:43])[CH3:42])=[O:39])=[O:35])[C@@H:6]([OH:7])[C@:2]1([OH:1])[C:18]#[C:19][CH3:20]. (5) The product is: [Cl:21][C:15]1[CH:16]=[C:17]([Cl:20])[CH:18]=[CH:19][C:14]=1[C:13]([NH:12][C:9]1[CH:10]=[CH:11][C:6]([C:5]([OH:23])=[O:4])=[CH:7][N:8]=1)=[O:22]. Given the reactants [OH-].[Na+].C[O:4][C:5](=[O:23])[C:6]1[CH:11]=[CH:10][C:9]([NH:12][C:13](=[O:22])[C:14]2[CH:19]=[CH:18][C:17]([Cl:20])=[CH:16][C:15]=2[Cl:21])=[N:8][CH:7]=1, predict the reaction product. (6) Given the reactants [Br:1][CH2:2][C:3]([C:5]1[CH:9]=[CH:8][S:7][CH:6]=1)=[O:4].[O:10]=[C:11]([O:29][C@@H:30]1[CH:35]2[CH2:36][CH2:37][N:32]([CH2:33][CH2:34]2)[CH2:31]1)[CH:12]([NH:19][C:20]1[CH:24]=[CH:23][S:22][C:21]=1[C:25]([O:27][CH3:28])=[O:26])[C:13]1[CH:18]=[CH:17][CH:16]=[CH:15][CH:14]=1, predict the reaction product. The product is: [Br-:1].[CH3:28][O:27][C:25]([C:21]1[S:22][CH:23]=[CH:24][C:20]=1[NH:19][CH:12]([C:13]1[CH:18]=[CH:17][CH:16]=[CH:15][CH:14]=1)[C:11]([O:29][C@@H:30]1[CH:35]2[CH2:34][CH2:33][N+:32]([CH2:2][C:3](=[O:4])[C:5]3[CH:9]=[CH:8][S:7][CH:6]=3)([CH2:37][CH2:36]2)[CH2:31]1)=[O:10])=[O:26]. (7) Given the reactants [C:1]1([C:7]2[CH:8]=[C:9]3[N:15]=[C:14]([CH2:16][CH2:17][CH:18]4[N:24]=[C:23]([NH2:25])[CH2:22][CH2:21][CH2:20][CH2:19]4)[NH:13][C:10]3=[N:11][CH:12]=2)[CH:6]=[CH:5][CH:4]=[CH:3][CH:2]=1.[F:26][C:27]1[CH:32]=[C:31]([CH3:33])[CH:30]=[CH:29][C:28]=1[NH:34][S:35](C1C=CC(C2C=C3N=C(CCC4CCCCC(=S)N4)NC3=NC=2)=CC=1)(=[O:37])=[O:36].N, predict the reaction product. The product is: [NH2:25][C:23]1[CH2:22][CH2:21][CH2:20][CH2:19][CH:18]([CH2:17][CH2:16][C:14]2[NH:13][C:10]3=[N:11][CH:12]=[C:7]([C:1]4[CH:2]=[CH:3][C:4]([S:35]([NH:34][C:28]5[CH:29]=[CH:30][C:31]([CH3:33])=[CH:32][C:27]=5[F:26])(=[O:36])=[O:37])=[CH:5][CH:6]=4)[CH:8]=[C:9]3[N:15]=2)[N:24]=1. (8) Given the reactants [N+:1]([C:4]1[CH:5]=[CH:6][C:7]([C:20]([F:26])([F:25])[C:21]([F:24])([F:23])[F:22])=[C:8]([CH:19]=1)[O:9][CH2:10][CH:11]([OH:18])[CH2:12][N:13]1[CH2:17][CH2:16][CH2:15][CH2:14]1)([O-:3])=[O:2].[C:27](Cl)(=[O:29])[CH3:28], predict the reaction product. The product is: [N+:1]([C:4]1[CH:5]=[CH:6][C:7]([C:20]([F:26])([F:25])[C:21]([F:22])([F:23])[F:24])=[C:8]([CH:19]=1)[O:9][CH2:10][CH:11]([O:18][C:27](=[O:29])[CH3:28])[CH2:12][N:13]1[CH2:17][CH2:16][CH2:15][CH2:14]1)([O-:3])=[O:2]. (9) Given the reactants [Cl:1][C:2]1[CH:11]=[CH:10][C:9]2[C:8]([C:12]([NH:14][CH2:15][CH:16]3[CH2:21][CH2:20][CH2:19][CH2:18][CH2:17]3)=[O:13])=[C:7]([Cl:22])[CH:6]=[CH:5][C:4]=2[N:3]=1.[CH3:23][NH:24][CH2:25][CH2:26][NH:27][CH3:28], predict the reaction product. The product is: [ClH:1].[ClH:1].[Cl:22][C:7]1[CH:6]=[CH:5][C:4]2[N:3]=[C:2]([N:24]([CH3:23])[CH2:25][CH2:26][NH:27][CH3:28])[CH:11]=[CH:10][C:9]=2[C:8]=1[C:12]([NH:14][CH2:15][CH:16]1[CH2:21][CH2:20][CH2:19][CH2:18][CH2:17]1)=[O:13]. (10) Given the reactants [NH2:1][C:2]1[N:3]([CH2:16][CH2:17][CH2:18][CH2:19][NH:20]C(=O)OC(C)(C)C)[C:4]2[C:13]3[CH:12]=[CH:11][CH:10]=[CH:9][C:8]=3[N:7]=[C:6](Cl)[C:5]=2[N:15]=1.[NH3:28], predict the reaction product. The product is: [NH2:20][CH2:19][CH2:18][CH2:17][CH2:16][N:3]1[C:4]2[C:13]3[CH:12]=[CH:11][CH:10]=[CH:9][C:8]=3[N:7]=[C:6]([NH2:28])[C:5]=2[N:15]=[C:2]1[NH2:1].